The task is: Predict the reactants needed to synthesize the given product.. This data is from Full USPTO retrosynthesis dataset with 1.9M reactions from patents (1976-2016). (1) Given the product [CH2:37]([C:39]1[CH:44]=[CH:43][CH:42]=[C:41]([CH2:45][CH3:46])[C:40]=1[NH:47][C:48]([NH:36][C:33]1[CH:34]=[C:35]2[C:30](=[CH:31][CH:32]=1)[NH:29][N:28]=[C:27]2[C:24]1[CH:25]=[CH:26][C:20]2[O:19][CH2:18][CH2:17][N:16]([CH3:15])[CH2:22][C:21]=2[CH:23]=1)=[O:49])[CH3:38].[C:3]([OH:5])([C:2]([F:7])([F:6])[F:1])=[O:4], predict the reactants needed to synthesize it. The reactants are: [F:1][C:2]([F:7])([F:6])[C:3]([OH:5])=[O:4].FC(F)(F)C(O)=O.[CH3:15][N:16]1[CH2:22][C:21]2[CH:23]=[C:24]([C:27]3[C:35]4[C:30](=[CH:31][CH:32]=[C:33]([NH2:36])[CH:34]=4)[NH:29][N:28]=3)[CH:25]=[CH:26][C:20]=2[O:19][CH2:18][CH2:17]1.[CH2:37]([C:39]1[CH:44]=[CH:43][CH:42]=[C:41]([CH2:45][CH3:46])[C:40]=1[N:47]=[C:48]=[O:49])[CH3:38].CCN(C(C)C)C(C)C. (2) Given the product [F:9][C:10]1[CH:16]=[CH:15][C:13]([NH:14][C:1]([C:2]2[CH:7]=[CH:6][CH:5]=[CH:4][CH:3]=2)=[NH:8])=[CH:12][CH:11]=1, predict the reactants needed to synthesize it. The reactants are: [C:1](#[N:8])[C:2]1[CH:7]=[CH:6][CH:5]=[CH:4][CH:3]=1.[F:9][C:10]1[CH:16]=[CH:15][C:13]([NH2:14])=[CH:12][CH:11]=1. (3) Given the product [F:9][C:5]1[CH:6]=[CH:7][CH:8]=[C:3]2[C:4]=1[CH2:10][N:13]([CH3:12])[CH2:2]2, predict the reactants needed to synthesize it. The reactants are: Br[CH2:2][C:3]1[CH:8]=[CH:7][CH:6]=[C:5]([F:9])[C:4]=1[CH2:10]Br.[CH3:12][NH2:13]. (4) Given the product [F:28][C:2]([F:1])([F:27])[C:3]1[CH:4]=[C:5]([CH:20]=[C:21]([C:23]([F:24])([F:25])[F:26])[CH:22]=1)[CH2:6][N:7]1[CH2:11][CH2:10][C:9]([CH2:15][CH2:16][CH:17]=[O:18])([CH:12]([CH3:13])[CH3:14])[C:8]1=[O:19], predict the reactants needed to synthesize it. The reactants are: [F:1][C:2]([F:28])([F:27])[C:3]1[CH:4]=[C:5]([CH:20]=[C:21]([C:23]([F:26])([F:25])[F:24])[CH:22]=1)[CH2:6][N:7]1[CH2:11][CH2:10][C:9]([CH2:15][CH2:16][CH2:17][OH:18])([CH:12]([CH3:14])[CH3:13])[C:8]1=[O:19].C[N+]1([O-])CCOCC1. (5) Given the product [CH3:1][O:2][C:3]1[CH:4]=[CH:5][C:6]([CH2:7][N:8]2[C:12]3=[N:13][CH:14]=[CH:15][C:16]([O:17][C:22]4[CH:27]=[CH:26][C:25]([N+:28]([O-:30])=[O:29])=[CH:24][C:23]=4[CH3:31])=[C:11]3[C:10]([CH3:18])=[N:9]2)=[CH:19][CH:20]=1, predict the reactants needed to synthesize it. The reactants are: [CH3:1][O:2][C:3]1[CH:20]=[CH:19][C:6]([CH2:7][N:8]2[C:12]3[N:13]=[CH:14][CH:15]=[C:16]([OH:17])[C:11]=3[C:10]([CH3:18])=[N:9]2)=[CH:5][CH:4]=1.F[C:22]1[CH:27]=[CH:26][C:25]([N+:28]([O-:30])=[O:29])=[CH:24][C:23]=1[CH3:31].